Dataset: Catalyst prediction with 721,799 reactions and 888 catalyst types from USPTO. Task: Predict which catalyst facilitates the given reaction. (1) Reactant: [OH:1][C:2]1[CH:3]=[C:4]([CH:9]=[CH:10][C:11]=1[O:12][CH3:13])[CH:5]=[CH:6][CH:7]=[O:8]. Product: [OH:1][C:2]1[CH:3]=[C:4]([CH2:5][CH2:6][CH:7]=[O:8])[CH:9]=[CH:10][C:11]=1[O:12][CH3:13]. The catalyst class is: 5. (2) Product: [F:1][C:2]1[CH:7]=[CH:6][C:5]([C:8]2[N:12]3[CH:13]=[CH:14][C:15]([CH:17]=[N:32][OH:31])=[N:16][C:11]3=[N:10][CH:9]=2)=[CH:4][C:3]=1[C:19]1[C:20]([C:25]#[N:26])=[CH:21][CH:22]=[CH:23][CH:24]=1. The catalyst class is: 8. Reactant: [F:1][C:2]1[CH:7]=[CH:6][C:5]([C:8]2[N:12]3[CH:13]=[CH:14][C:15]([CH:17]=O)=[N:16][C:11]3=[N:10][CH:9]=2)=[CH:4][C:3]=1[C:19]1[C:20]([C:25]#[N:26])=[CH:21][CH:22]=[CH:23][CH:24]=1.CN(C)CC[O:31][NH2:32].